Task: Predict the reactants needed to synthesize the given product.. Dataset: Full USPTO retrosynthesis dataset with 1.9M reactions from patents (1976-2016) (1) Given the product [Br:1][CH2:2][CH2:3][CH2:4][CH2:5][CH2:6][C:7]([O:9][CH2:10][C:11]1[CH:16]=[CH:15][CH:14]=[CH:13][CH:12]=1)=[O:8], predict the reactants needed to synthesize it. The reactants are: [Br:1][CH2:2][CH2:3][CH2:4][CH2:5][CH2:6][C:7]([OH:9])=[O:8].[CH2:10](O)[C:11]1[CH:16]=[CH:15][CH:14]=[CH:13][CH:12]=1. (2) The reactants are: [H-].[Na+].[NH:3]1[CH:7]=[N:6][CH:5]=[N:4]1.[Br:8][C:9]1[CH:10]=[N:11][CH:12]=[C:13]([N:15]2[CH2:19][CH2:18][CH2:17][C@H:16]2[CH2:20]Cl)[CH:14]=1.C([O-])(O)=O.[Na+]. Given the product [Br:8][C:9]1[CH:10]=[N:11][CH:12]=[C:13]([N:15]2[CH2:19][CH2:18][CH2:17][C@H:16]2[CH2:20][N:3]2[CH:7]=[N:6][CH:5]=[N:4]2)[CH:14]=1, predict the reactants needed to synthesize it. (3) Given the product [C:1]([C:5]1[CH:10]=[CH:9][C:8]([NH:11][C:12]([NH:14][CH:15]([CH3:16])[CH2:17][CH:18]=[O:19])=[O:13])=[CH:7][CH:6]=1)([CH3:4])([CH3:2])[CH3:3], predict the reactants needed to synthesize it. The reactants are: [C:1]([C:5]1[CH:10]=[CH:9][C:8]([NH:11][C:12]([NH:14][CH:15]([CH2:17][CH2:18][OH:19])[CH3:16])=[O:13])=[CH:7][CH:6]=1)([CH3:4])([CH3:3])[CH3:2]. (4) The reactants are: C([O:3][C:4]([C:6]1([C:9]2[CH:14]=[CH:13][C:12]([C:15]3[CH:20]=[CH:19][C:18]([C:21]4[S:22][C:23]([F:39])=[CH:24][C:25]=4[NH:26][C:27]([O:29][C@@H:30]([C:32]4[CH:37]=[CH:36][C:35]([F:38])=[CH:34][CH:33]=4)[CH3:31])=[O:28])=[CH:17][C:16]=3[O:40][CH3:41])=[CH:11][CH:10]=2)[CH2:8][CH2:7]1)=[O:5])C.[OH-].[Na+].Cl. Given the product [F:39][C:23]1[S:22][C:21]([C:18]2[CH:19]=[CH:20][C:15]([C:12]3[CH:13]=[CH:14][C:9]([C:6]4([C:4]([OH:5])=[O:3])[CH2:7][CH2:8]4)=[CH:10][CH:11]=3)=[C:16]([O:40][CH3:41])[CH:17]=2)=[C:25]([NH:26][C:27]([O:29][C@@H:30]([C:32]2[CH:37]=[CH:36][C:35]([F:38])=[CH:34][CH:33]=2)[CH3:31])=[O:28])[CH:24]=1, predict the reactants needed to synthesize it. (5) Given the product [C:16]([C:15]1[CH:19]=[CH:20][C:12]([O:11][C@@H:8]2[CH2:9][CH2:10][C@H:5]([C:3]([O:2][CH3:1])=[O:4])[CH2:6][CH2:7]2)=[CH:13][CH:14]=1)(=[O:17])[NH2:27], predict the reactants needed to synthesize it. The reactants are: [CH3:1][O:2][C:3]([C@@H:5]1[CH2:10][CH2:9][C@H:8]([O:11][C:12]2[CH:20]=[CH:19][C:15]([C:16](O)=[O:17])=[CH:14][CH:13]=2)[CH2:7][CH2:6]1)=[O:4].C1C=CC2N(O)N=[N:27]C=2C=1.C(Cl)CCl.N. (6) Given the product [CH:2]([CH:15]1[C:20](=[O:21])[CH2:19][CH2:18][N:17]([C:41]([C:30]2[C:28]([S:35][CH3:34])=[N:25][CH:26]=[CH:27][CH:48]=2)=[O:44])[CH2:16]1)([C:9]1[CH:14]=[CH:13][CH:12]=[CH:11][CH:10]=1)[C:3]1[CH:4]=[CH:5][CH:6]=[CH:7][CH:8]=1, predict the reactants needed to synthesize it. The reactants are: Cl.[CH:2]([CH:15]1[C:20](=[O:21])[CH2:19][CH2:18][NH:17][CH2:16]1)([C:9]1[CH:14]=[CH:13][CH:12]=[CH:11][CH:10]=1)[C:3]1[CH:8]=[CH:7][CH:6]=[CH:5][CH:4]=1.C([N:25]([CH:28]([CH3:30])C)[CH2:26][CH3:27])(C)C.CC1N=CC=CC=1[C:34](Cl)=[S:35].[CH:41]([O:44]C(C)C)(C)C.[C:48](OCC)(=O)C. (7) Given the product [F:22][C:21]([F:24])([F:23])[C:44]([OH:47])=[O:45].[Cl:1][C:2]1[CH:7]=[CH:6][C:5]([NH:8][C:9]2[O:13][C:12]([C:14]3[CH:15]=[CH:16][C:17]([O:20][C:36]4[N:41]=[C:40]([NH2:42])[N:39]=[C:38]([NH2:43])[CH:37]=4)=[CH:18][CH:19]=3)=[N:11][N:10]=2)=[CH:4][C:3]=1[C:21]([F:22])([F:23])[F:24], predict the reactants needed to synthesize it. The reactants are: [Cl:1][C:2]1[CH:7]=[CH:6][C:5]([NH:8][C:9]2[O:13][C:12]([C:14]3[CH:19]=[CH:18][C:17]([OH:20])=[CH:16][CH:15]=3)=[N:11][N:10]=2)=[CH:4][C:3]=1[C:21]([F:24])([F:23])[F:22].C[Si]([N-][Si](C)(C)C)(C)C.[K+].Cl[C:36]1[N:41]=[C:40]([NH2:42])[N:39]=[C:38]([NH2:43])[CH:37]=1.[C:44]([O-:47])([O-])=[O:45].[K+].[K+].